From a dataset of Reaction yield outcomes from USPTO patents with 853,638 reactions. Predict the reaction yield, written as a fraction of the theoretical maximum amount of product (1.0 means a 100% yield; for example, 0.34 means a 34% yield). (1) The reactants are [CH3:1][OH:2].[H-].[Na+].[Cl:5][C:6]1[CH:11]=[C:10]([N+:12]([O-:14])=[O:13])[C:9]([S:15][CH3:16])=[CH:8][C:7]=1Cl. The catalyst is CN(C=O)C.O. The product is [Cl:5][C:6]1[CH:11]=[C:10]([N+:12]([O-:14])=[O:13])[C:9]([S:15][CH3:16])=[CH:8][C:7]=1[O:2][CH3:1]. The yield is 0.0900. (2) The product is [CH3:9][O:8][C:5]1[CH:6]=[CH:7][C:2]2[N:1]=[C:12]([SH:13])[O:10][C:3]=2[CH:4]=1. The catalyst is C(O)C. The yield is 0.790. The reactants are [NH2:1][C:2]1[CH:7]=[CH:6][C:5]([O:8][CH3:9])=[CH:4][C:3]=1[OH:10].O(CC)[C:12]([S-])=[S:13].[K+]. (3) The reactants are [CH:1]([N:4]1[C:9]2=[N:10][C:11]([C:14]3[C:15]([CH3:31])=[N:16][C:17]([C:20]4[N:24](C5CCCCO5)[CH:23]=[N:22][N:21]=4)=[CH:18][CH:19]=3)=[CH:12][N:13]=[C:8]2[NH:7][CH2:6][C:5]1=[O:32])([CH3:3])[CH3:2].Cl. The catalyst is C(O)C. The product is [CH:1]([N:4]1[C:9]2=[N:10][C:11]([C:14]3[C:15]([CH3:31])=[N:16][C:17]([C:20]4[NH:24][CH:23]=[N:22][N:21]=4)=[CH:18][CH:19]=3)=[CH:12][N:13]=[C:8]2[NH:7][CH2:6][C:5]1=[O:32])([CH3:3])[CH3:2]. The yield is 0.620. (4) The reactants are [C:1]([O:5][C:6]([N:8]1[CH2:13][CH2:12][C:11]2[N:14]([CH2:25][CH:26]3[CH2:28][O:27]3)[N:15]=[C:16]([C:17]3[CH:22]=[CH:21][C:20]([Cl:23])=[C:19]([CH3:24])[CH:18]=3)[C:10]=2[CH2:9]1)=[O:7])([CH3:4])([CH3:3])[CH3:2].[C:29]([C:31]1[CH:36]=[CH:35][CH:34]=[CH:33][C:32]=1[N:37]1[CH2:42][CH2:41][NH:40][CH2:39][CH2:38]1)#[N:30]. The catalyst is CCO.C(N(CC)CC)C. The product is [C:1]([O:5][C:6]([N:8]1[CH2:13][CH2:12][C:11]2[N:14]([CH2:25][CH:26]([OH:27])[CH2:28][N:40]3[CH2:39][CH2:38][N:37]([C:32]4[CH:33]=[CH:34][CH:35]=[CH:36][C:31]=4[C:29]#[N:30])[CH2:42][CH2:41]3)[N:15]=[C:16]([C:17]3[CH:22]=[CH:21][C:20]([Cl:23])=[C:19]([CH3:24])[CH:18]=3)[C:10]=2[CH2:9]1)=[O:7])([CH3:2])([CH3:3])[CH3:4]. The yield is 0.830. (5) The reactants are Cl[C:2]1[C:7]([N+:8]([O-])=O)=[CH:6][CH:5]=[C:4]([Cl:11])[N:3]=1.O.[NH4+:13].[OH-].[CH3:15]O. The catalyst is Cl.[Fe]. The product is [NH2:8][C:7]1[C:2]([C:15]#[N:13])=[N:3][C:4]([Cl:11])=[CH:5][CH:6]=1. The yield is 0.580. (6) The reactants are [OH:1]S(O)(=O)=O.[F:6][C:7]1[CH:12]=[CH:11][C:10]([C:13]2[CH:14]=[C:15]([CH2:21][C:22]3[CH:23]=[N:24][C:25]([CH2:28][C:29]#[N:30])=[N:26][CH:27]=3)[CH:16]=[N:17][C:18]=2[O:19][CH3:20])=[CH:9][CH:8]=1. The catalyst is O. The product is [F:6][C:7]1[CH:12]=[CH:11][C:10]([C:13]2[CH:14]=[C:15]([CH2:21][C:22]3[CH:27]=[N:26][C:25]([CH2:28][C:29]([NH2:30])=[O:1])=[N:24][CH:23]=3)[CH:16]=[N:17][C:18]=2[O:19][CH3:20])=[CH:9][CH:8]=1. The yield is 0.570. (7) The reactants are [CH2:1]([O:8][C:9]1[CH:40]=[CH:39][C:12]([CH2:13][N:14]([CH2:35][CH2:36][CH2:37][CH3:38])[C:15](=[O:34])[CH2:16][O:17][C:18]2[CH:23]=[CH:22][C:21]([CH2:24][C@H:25]([O:31][CH2:32][CH3:33])[C:26]([O:28]CC)=[O:27])=[CH:20][CH:19]=2)=[CH:11][CH:10]=1)[C:2]1[CH:7]=[CH:6][CH:5]=[CH:4][CH:3]=1.[Li+].[OH-]. The catalyst is C(#N)C.O.[OH-].[K+]. The product is [CH2:1]([O:8][C:9]1[CH:40]=[CH:39][C:12]([CH2:13][N:14]([CH2:35][CH2:36][CH2:37][CH3:38])[C:15](=[O:34])[CH2:16][O:17][C:18]2[CH:23]=[CH:22][C:21]([CH2:24][C@H:25]([O:31][CH2:32][CH3:33])[C:26]([OH:28])=[O:27])=[CH:20][CH:19]=2)=[CH:11][CH:10]=1)[C:2]1[CH:7]=[CH:6][CH:5]=[CH:4][CH:3]=1. The yield is 0.630.